Predict the reaction yield, written as a fraction of the theoretical maximum amount of product (1.0 means a 100% yield; for example, 0.34 means a 34% yield). From a dataset of Reaction yield outcomes from USPTO patents with 853,638 reactions. (1) The reactants are [CH3:1][O:2][C:3]1[CH:4]=[C:5]([C:13]([O:15][CH3:16])=[O:14])[CH:6]=[C:7]([CH:12]=1)[C:8](OC)=[O:9].CC(C[AlH]CC(C)C)C. The catalyst is C1COCC1.C(OCC)(=O)C. The product is [OH:9][CH2:8][C:7]1[CH:6]=[C:5]([CH:4]=[C:3]([O:2][CH3:1])[CH:12]=1)[C:13]([O:15][CH3:16])=[O:14]. The yield is 0.680. (2) The reactants are [F:1][C:2]1[CH:3]=[C:4]([CH:31]=[CH:32][C:33]=1[NH:34][C:35]([C:37]1([C:40](=[O:49])[NH:41][C:42]2[CH:47]=[CH:46][C:45]([F:48])=[CH:44][CH:43]=2)[CH2:39][CH2:38]1)=[O:36])[O:5][C:6]1[CH:11]=[CH:10][N:9]=[C:8]([N:12]([C:22]([O:24]C2C=CC=CC=2)=O)C(=O)OC2C=CC=CC=2)[CH:7]=1.[CH3:50][N:51]1[CH2:56][CH2:55][CH:54]([N:57]2[CH2:62][CH2:61][NH:60][CH2:59][CH2:58]2)[CH2:53][CH2:52]1. The catalyst is CN(C)C=O. The product is [F:1][C:2]1[CH:3]=[C:4]([O:5][C:6]2[CH:11]=[CH:10][N:9]=[C:8]([NH:12][C:22]([N:60]3[CH2:59][CH2:58][N:57]([CH:54]4[CH2:55][CH2:56][N:51]([CH3:50])[CH2:52][CH2:53]4)[CH2:62][CH2:61]3)=[O:24])[CH:7]=2)[CH:31]=[CH:32][C:33]=1[NH:34][C:35]([C:37]1([C:40]([NH:41][C:42]2[CH:47]=[CH:46][C:45]([F:48])=[CH:44][CH:43]=2)=[O:49])[CH2:38][CH2:39]1)=[O:36]. The yield is 0.633. (3) The reactants are [CH3:1][N:2]1[CH:6]=[CH:5][C:4]([C:7]([F:13])([F:12])[C:8]([F:11])([F:10])[F:9])=[N:3]1.C([N-]C(C)C)(C)C.[Li+].[C:22](=[O:24])=[O:23].[OH-].[Na+]. The catalyst is O1CCCC1.CCCCCCC.O.C(OCC)C. The product is [CH3:1][N:2]1[C:6]([C:22]([OH:24])=[O:23])=[CH:5][C:4]([C:7]([F:12])([F:13])[C:8]([F:9])([F:10])[F:11])=[N:3]1. The yield is 0.180. (4) The reactants are [C:1]1([CH3:26])[CH:6]=[CH:5][C:4]([N:7]2[C:11]([NH:12][C:13](=[O:21])OC3C=CC=CC=3)=[CH:10][C:9]([C:22]([F:25])([F:24])[F:23])=[N:8]2)=[CH:3][CH:2]=1.[CH3:27][O:28][C:29]1[CH:30]=[C:31]2[C:36](=[CH:37][C:38]=1[O:39][CH2:40][CH2:41][O:42][CH3:43])[N:35]=[CH:34][N:33]=[C:32]2[O:44][C:45]1[CH:46]=[C:47]([CH:49]=[CH:50][CH:51]=1)[NH2:48]. The catalyst is CN(C)C1C=CN=CC=1.C1COCC1. The product is [CH3:27][O:28][C:29]1[CH:30]=[C:31]2[C:36](=[CH:37][C:38]=1[O:39][CH2:40][CH2:41][O:42][CH3:43])[N:35]=[CH:34][N:33]=[C:32]2[O:44][C:45]1[CH:46]=[C:47]([NH:48][C:13]([NH:12][C:11]2[N:7]([C:4]3[CH:3]=[CH:2][C:1]([CH3:26])=[CH:6][CH:5]=3)[N:8]=[C:9]([C:22]([F:23])([F:25])[F:24])[CH:10]=2)=[O:21])[CH:49]=[CH:50][CH:51]=1. The yield is 0.780. (5) The reactants are [Br-].[Br:2][C:3]1[CH:28]=[CH:27][C:6]([CH2:7][P+](C2C=CC=CC=2)(C2C=CC=CC=2)C2C=CC=CC=2)=[CH:5][CH:4]=1.C[Si]([N-][Si](C)(C)C)(C)C.[Li+].[CH3:39][CH:40]([CH3:54])[CH2:41][C:42]([C:44]1[CH:53]=[CH:52][C:47]([C:48]([O:50][CH3:51])=[O:49])=[CH:46][CH:45]=1)=O. The catalyst is C1(C)C=CC=CC=1.O.C(OCC)(=O)C. The product is [Br:2][C:3]1[CH:4]=[CH:5][C:6]([CH:7]=[C:42]([C:44]2[CH:45]=[CH:46][C:47]([C:48]([O:50][CH3:51])=[O:49])=[CH:52][CH:53]=2)[CH2:41][CH:40]([CH3:54])[CH3:39])=[CH:27][CH:28]=1. The yield is 0.610. (6) The reactants are [F:1][C:2]1[C:31]([F:32])=[CH:30][CH:29]=[CH:28][C:3]=1[O:4][C:5]1[CH:10]=[CH:9][C:8]([C:11]2[C:19]3[C:14](=[N:15][CH:16]=[N:17][C:18]=3[NH2:20])[N:13]([C@@H:21]3[CH2:26][CH2:25][CH2:24][NH:23][CH2:22]3)[N:12]=2)=[C:7]([F:27])[CH:6]=1.[C:33]([C:35](=[CH:39][CH:40]([CH3:42])[CH3:41])[C:36](O)=[O:37])#[N:34].CCN(C(C)C)C(C)C.CN(C(ON1N=NC2C=CC=NC1=2)=[N+](C)C)C.F[P-](F)(F)(F)(F)F. The yield is 0.400. The catalyst is C(Cl)Cl. The product is [NH2:20][C:18]1[N:17]=[CH:16][N:15]=[C:14]2[N:13]([C@@H:21]3[CH2:26][CH2:25][CH2:24][N:23]([C:36]([C:35](=[CH:39][CH:40]([CH3:42])[CH3:41])[C:33]#[N:34])=[O:37])[CH2:22]3)[N:12]=[C:11]([C:8]3[CH:9]=[CH:10][C:5]([O:4][C:3]4[CH:28]=[CH:29][CH:30]=[C:31]([F:32])[C:2]=4[F:1])=[CH:6][C:7]=3[F:27])[C:19]=12. (7) The reactants are [CH3:1][O:2][C:3]1[N:8]=[C:7]([C:9]2[CH:10]=[C:11]([OH:15])[CH:12]=[CH:13][CH:14]=2)[CH:6]=[C:5]([NH:16][CH2:17][CH2:18][C:19]2[CH:24]=[CH:23][C:22]([O:25][CH3:26])=[CH:21][CH:20]=2)[N:4]=1.C([O-])([O-])=O.[Cs+].[Cs+].Br[C:34]([CH3:41])([CH3:40])[C:35]([O:37][CH2:38][CH3:39])=[O:36]. The catalyst is CN(C=O)C.O. The product is [CH2:38]([O:37][C:35](=[O:36])[C:34]([O:15][C:11]1[CH:12]=[CH:13][CH:14]=[C:9]([C:7]2[CH:6]=[C:5]([NH:16][CH2:17][CH2:18][C:19]3[CH:20]=[CH:21][C:22]([O:25][CH3:26])=[CH:23][CH:24]=3)[N:4]=[C:3]([O:2][CH3:1])[N:8]=2)[CH:10]=1)([CH3:41])[CH3:40])[CH3:39]. The yield is 0.620. (8) The reactants are [CH2:1]([O:8][C:9]([C:11]1[O:12][C:13]([CH:16](O)[C:17]([CH3:19])=[CH2:18])=[CH:14][CH:15]=1)=[O:10])[C:2]1[CH:7]=[CH:6][CH:5]=[CH:4][CH:3]=1.[CH:21](OCC)([O:25][CH2:26][CH3:27])[O:22]CC.[C:31](O)(=O)CC. No catalyst specified. The product is [CH2:1]([O:8][C:9]([C:11]1[O:12][C:13](/[CH:16]=[C:17](\[CH3:19])/[CH2:18][CH2:31][C:21]([O:25][CH2:26][CH3:27])=[O:22])=[CH:14][CH:15]=1)=[O:10])[C:2]1[CH:7]=[CH:6][CH:5]=[CH:4][CH:3]=1. The yield is 0.350.